Dataset: Forward reaction prediction with 1.9M reactions from USPTO patents (1976-2016). Task: Predict the product of the given reaction. (1) Given the reactants [Cl:1][C:2]1[CH:10]=[C:9]2[C:5]([CH2:6][C:7](=[O:11])[NH:8]2)=[CH:4][CH:3]=1.[CH3:12][O:13][C:14](=[O:26])[CH2:15][O:16][C:17]1[CH:22]=[CH:21][C:20]([Cl:23])=[CH:19][C:18]=1[CH:24]=O.N1CCCC1, predict the reaction product. The product is: [CH3:12][O:13][C:14](=[O:26])[CH2:15][O:16][C:17]1[CH:22]=[CH:21][C:20]([Cl:23])=[CH:19][C:18]=1/[CH:24]=[C:6]1\[C:7](=[O:11])[NH:8][C:9]2[C:5]\1=[CH:4][CH:3]=[C:2]([Cl:1])[CH:10]=2. (2) Given the reactants [F:1][C:2]1[CH:3]=[C:4]([CH:7]=[CH:8][CH:9]=1)[CH2:5][NH2:6].CN(C(ON1N=NC2C=CC=NC1=2)=[N+](C)C)C.F[P-](F)(F)(F)(F)F.CCN(CC)CC.[OH:41][C:42]1[C:51]([C:52](O)=[O:53])=[C:50]([CH3:55])[C:49]2[C:44](=[CH:45][C:46]([C:56]([F:59])([F:58])[F:57])=[CH:47][CH:48]=2)[N:43]=1, predict the reaction product. The product is: [F:1][C:2]1[CH:3]=[C:4]([CH:7]=[CH:8][CH:9]=1)[CH2:5][NH:6][C:52]([C:51]1[C:42]([OH:41])=[N:43][C:44]2[C:49]([C:50]=1[CH3:55])=[CH:48][CH:47]=[C:46]([C:56]([F:58])([F:59])[F:57])[CH:45]=2)=[O:53]. (3) Given the reactants [F:1][C:2]([F:17])([F:16])[C:3]1[CH:4]=[C:5]([C:9]2[O:13][N:12]=[C:11]([CH2:14]O)[CH:10]=2)[CH:6]=[CH:7][CH:8]=1.C(Br)(Br)(Br)[Br:19].C1(P(C2C=CC=CC=2)C2C=CC=CC=2)C=CC=CC=1.C(OCC)(=O)C, predict the reaction product. The product is: [Br:19][CH2:14][C:11]1[CH:10]=[C:9]([C:5]2[CH:6]=[CH:7][CH:8]=[C:3]([C:2]([F:17])([F:16])[F:1])[CH:4]=2)[O:13][N:12]=1.